Dataset: Reaction yield outcomes from USPTO patents with 853,638 reactions. Task: Predict the reaction yield, written as a fraction of the theoretical maximum amount of product (1.0 means a 100% yield; for example, 0.34 means a 34% yield). (1) The product is [CH3:2][N:3]([CH2:9][C:8]1[CH:11]=[C:12]([OH:14])[CH:13]=[C:6]([F:5])[CH:7]=1)[CH3:4]. The yield is 0.700. The reactants are Cl.[CH3:2][NH:3][CH3:4].[F:5][C:6]1[CH:7]=[C:8]([CH:11]=[C:12]([OH:14])[CH:13]=1)[CH:9]=O.C(N(CC)CC)C.C(O[BH-](OC(=O)C)OC(=O)C)(=O)C.[Na+]. The catalyst is C(Cl)Cl. (2) The reactants are [F:1][C:2]1[CH:7]=[CH:6][C:5]([NH:8][C:9]2[C:18]3[C:13](=[CH:14][C:15]([O:20][CH3:21])=[C:16]([OH:19])[CH:17]=3)[N:12]=[CH:11][N:10]=2)=[CH:4][CH:3]=1.Cl[CH2:23][CH2:24][CH2:25][N:26]1[CH2:31][CH2:30][CH:29]2[CH2:32][O:33][CH2:34][CH:28]2[CH2:27]1.C([O-])([O-])=O.[K+].[K+].C(Cl)Cl. The catalyst is CN(C=O)C. The product is [F:1][C:2]1[CH:3]=[CH:4][C:5]([NH:8][C:9]2[C:18]3[C:13](=[CH:14][C:15]([O:20][CH3:21])=[C:16]([O:19][CH2:23][CH2:24][CH2:25][N:26]4[CH2:31][CH2:30][CH:29]5[CH2:32][O:33][CH2:34][CH:28]5[CH2:27]4)[CH:17]=3)[N:12]=[CH:11][N:10]=2)=[CH:6][CH:7]=1. The yield is 0.250. (3) The reactants are [P:1]([Cl:4])(Cl)Cl.[CH2:5]([NH:7][CH2:8][CH3:9])[CH3:6]. The catalyst is C(OCC)C. The product is [Cl:4][P:1]([N:7]([CH2:8][CH3:9])[CH2:5][CH3:6])[N:7]([CH2:8][CH3:9])[CH2:5][CH3:6]. The yield is 0.700. (4) The reactants are [CH:1]1([N:5]2[C:9]3[CH:10]=[CH:11][CH:12]=[CH:13][C:8]=3[NH:7][CH:6]2[CH2:14][C:15]#[N:16])[CH2:4][CH2:3][CH2:2]1.[Cl:17][C:18]1[N:23]=[C:22](Cl)[CH:21]=[CH:20][N:19]=1. No catalyst specified. The product is [Cl:17][C:18]1[N:23]=[C:22]([CH:14]([CH:6]2[N:5]([CH:1]3[CH2:2][CH2:3][CH2:4]3)[C:9]3[CH:10]=[CH:11][CH:12]=[CH:13][C:8]=3[NH:7]2)[C:15]#[N:16])[CH:21]=[CH:20][N:19]=1. The yield is 0.500.